Dataset: Cav3 T-type calcium channel HTS with 100,875 compounds. Task: Binary Classification. Given a drug SMILES string, predict its activity (active/inactive) in a high-throughput screening assay against a specified biological target. (1) The molecule is Clc1c(CS(=O)(=O)N2CCC(CC2)C)cccc1. The result is 0 (inactive). (2) The compound is O1c2c(NC(=O)C1)cc(C(=O)NCc1cc3OCOc3cc1)cc2. The result is 0 (inactive). (3) The drug is O=C(NC(=N\C1CCCCC1)/Nc1nc(cc(n1)C)C)CC(=O)C. The result is 0 (inactive). (4) The drug is Clc1ccc(c2c(c3n(nc(n3)CCCCC)cc2)C#N)cc1. The result is 0 (inactive). (5) The drug is S(c1n(cnc1[N+]([O-])=O)C)c1ccccc1. The result is 0 (inactive). (6) The drug is O=C1C2(C(C3C(C4(C(=CC3)CC(O)CC4)C)CC2)C\C1=C\c1c(n(nc1C)C)C)C. The result is 0 (inactive). (7) The drug is Cl\C(Cl)=C1/OC(=Cc2c1cc(OC)c(OC)c2)c1ccc(OCC)cc1. The result is 0 (inactive). (8) The molecule is S(=O)(=O)(C1CCOC1=O)c1cc2c(cc1)cccc2. The result is 0 (inactive). (9) The result is 0 (inactive). The molecule is S(c1n(c(nn1)c1cc(OC)c(OC)cc1)CC)CC(=O)N. (10) The drug is O1c2cc(CCNCc3ncccc3)ccc2OC1. The result is 0 (inactive).